This data is from Catalyst prediction with 721,799 reactions and 888 catalyst types from USPTO. The task is: Predict which catalyst facilitates the given reaction. (1) Reactant: [CH2:1]=[C:2]1[O:5][C:4](=[O:6])[CH2:3]1.[C:7]1([CH2:13][NH2:14])[CH:12]=[CH:11][CH:10]=[CH:9][CH:8]=1. Product: [CH2:13]([NH:14][C:4](=[O:6])[CH2:3][C:2](=[O:5])[CH3:1])[C:7]1[CH:12]=[CH:11][CH:10]=[CH:9][CH:8]=1. The catalyst class is: 2. (2) Reactant: [C:1]([NH:9][C:10]1[S:11][CH2:12][C@@H:13]2[CH2:19][C@H:18]([C:20]([NH:22][CH:23]([CH3:26])[CH:24]=O)=[O:21])[O:17][CH2:16][C@:14]2([C:27]2[CH:32]=[CH:31][C:30]([F:33])=[CH:29][C:28]=2[F:34])[N:15]=1)(=[O:8])[C:2]1[CH:7]=[CH:6][CH:5]=[CH:4][CH:3]=1.CC[N+](S(N=C(OC)[O-])(=O)=O)(CC)CC. Product: [F:34][C:28]1[CH:29]=[C:30]([F:33])[CH:31]=[CH:32][C:27]=1[C@:14]12[CH2:16][O:17][C@@H:18]([C:20]3[O:21][CH:26]=[C:23]([CH3:24])[N:22]=3)[CH2:19][C@H:13]1[CH2:12][S:11][C:10]([NH:9][C:1](=[O:8])[C:2]1[CH:7]=[CH:6][CH:5]=[CH:4][CH:3]=1)=[N:15]2. The catalyst class is: 11. (3) Reactant: [NH:1]1[CH2:4][CH:3]([O:5][C:6]2[CH:11]=[CH:10][C:9]([CH:12]3[CH2:17][CH2:16][N:15]([C:18]([O:20][CH2:21][C:22]4[CH:27]=[CH:26][CH:25]=[CH:24][CH:23]=4)=[O:19])[CH2:14][CH:13]3[O:28][CH2:29][C:30]3[CH:31]=[CH:32][C:33]4[O:38][CH2:37][C:36](=[O:39])[N:35]([CH2:40][CH2:41][CH2:42][O:43][CH3:44])[C:34]=4[CH:45]=3)=[CH:8][CH:7]=2)[CH2:2]1.Cl[C:47]1[O:48][C:49]2[CH:55]=[CH:54][CH:53]=[CH:52][C:50]=2[N:51]=1. Product: [O:48]1[C:49]2[CH:55]=[CH:54][CH:53]=[CH:52][C:50]=2[N:51]=[C:47]1[N:1]1[CH2:4][CH:3]([O:5][C:6]2[CH:11]=[CH:10][C:9]([CH:12]3[CH2:17][CH2:16][N:15]([C:18]([O:20][CH2:21][C:22]4[CH:23]=[CH:24][CH:25]=[CH:26][CH:27]=4)=[O:19])[CH2:14][CH:13]3[O:28][CH2:29][C:30]3[CH:31]=[CH:32][C:33]4[O:38][CH2:37][C:36](=[O:39])[N:35]([CH2:40][CH2:41][CH2:42][O:43][CH3:44])[C:34]=4[CH:45]=3)=[CH:8][CH:7]=2)[CH2:2]1. The catalyst class is: 22. (4) Reactant: [NH2:1][C:2]1[CH:9]=[CH:8][C:5]([C:6]#[N:7])=[CH:4][C:3]=1[Cl:10].[C:11]1([CH3:21])[CH:16]=[CH:15][C:14]([S:17](Cl)(=[O:19])=[O:18])=[CH:13][CH:12]=1.O. Product: [Cl:10][C:3]1[CH:4]=[C:5]([C:6]#[N:7])[CH:8]=[CH:9][C:2]=1[NH:1][S:17]([C:14]1[CH:15]=[CH:16][C:11]([CH3:21])=[CH:12][CH:13]=1)(=[O:19])=[O:18]. The catalyst class is: 17.